The task is: Predict the reactants needed to synthesize the given product.. This data is from Full USPTO retrosynthesis dataset with 1.9M reactions from patents (1976-2016). (1) Given the product [Br:1][C:2]1[CH:10]=[CH:9][CH:8]=[C:7]2[C:3]=1[C:4]([CH3:11])=[CH:5][NH:6]2, predict the reactants needed to synthesize it. The reactants are: [Br:1][C:2]1[CH:10]=[CH:9][CH:8]=[C:7]2[C:3]=1[C:4]([CH:11]=O)=[CH:5][NH:6]2.[H-].[H-].[H-].[H-].[Li+].[Al+3]. (2) Given the product [Br:1][C:2]1[CH:17]=[CH:16][C:5]2[O:6][CH2:7][CH2:8][C:9]([CH2:12][OH:13])=[C:10]([CH3:11])[C:4]=2[CH:3]=1, predict the reactants needed to synthesize it. The reactants are: [Br:1][C:2]1[CH:17]=[CH:16][C:5]2[O:6][CH2:7][CH2:8][C:9]([C:12](OC)=[O:13])=[C:10]([CH3:11])[C:4]=2[CH:3]=1.CC(C[AlH]CC(C)C)C.C1COCC1.CC(C[AlH]CC(C)C)C.